From a dataset of Forward reaction prediction with 1.9M reactions from USPTO patents (1976-2016). Predict the product of the given reaction. Given the reactants FC(F)(F)C([O-])=O.C[Si](C#N)(C)C.[NH2:14][C:15]1[CH:23]=[CH:22][C:18]2[N:19]=[CH:20][NH:21][C:17]=2[CH:16]=1.CN(C)C[CH2:27][CH2:28][O:29][C:30]1[CH:37]=[CH:36][C:33]([CH:34]=O)=[CH:32][CH:31]=1.[CH2:39]([N:41](CC)[CH2:42]C)C.[C:46](N1C=CN=C1)([N:48]1C=CN=[CH:49]1)=[O:47], predict the reaction product. The product is: [CH3:39][N:41]([CH3:42])[CH2:27][CH2:28][O:29][C:30]1[CH:31]=[CH:32][C:33]([C@@H:34]2[N:14]([C:15]3[CH:23]=[CH:22][C:18]4[NH:19][CH:20]=[N:21][C:17]=4[CH:16]=3)[C:46](=[O:47])[NH:48][CH2:49]2)=[CH:36][CH:37]=1.